Dataset: Catalyst prediction with 721,799 reactions and 888 catalyst types from USPTO. Task: Predict which catalyst facilitates the given reaction. (1) Reactant: [CH2:1]([O:8][CH2:9][C@@H:10]([O:22][C:23]1[CH:28]=[CH:27][C:26]([F:29])=[C:25]([C:30]#[N:31])[C:24]=1[F:32])[C:11]([NH:13][C:14]1[C:15](Cl)=[N:16][CH:17]=[C:18]([Cl:20])[CH:19]=1)=O)[C:2]1[CH:7]=[CH:6][CH:5]=[CH:4][CH:3]=1.P12(SP3(SP(SP(S3)(S1)=S)(=S)S2)=S)=[S:34]. Product: [CH2:1]([O:8][CH2:9][C@H:10]([C:11]1[S:34][C:15]2[C:14]([N:13]=1)=[CH:19][C:18]([Cl:20])=[CH:17][N:16]=2)[O:22][C:23]1[C:24]([F:32])=[C:25]([C:26]([F:29])=[CH:27][CH:28]=1)[C:30]#[N:31])[C:2]1[CH:7]=[CH:6][CH:5]=[CH:4][CH:3]=1. The catalyst class is: 11. (2) Reactant: [C:1]([Si:5]([CH3:35])([CH3:34])[O:6][CH2:7][CH2:8][CH2:9][C:10]([CH3:33])([CH3:32])[CH:11]([CH:30]=[CH2:31])[C:12]([C:17]1[CH:22]=[CH:21][C:20]([CH2:23][CH2:24][C:25]([CH3:28])([CH3:27])[CH3:26])=[C:19]([Cl:29])[CH:18]=1)([CH3:16])C(O)=O)([CH3:4])([CH3:3])[CH3:2].C([N:38]([CH2:41]C)CC)C.C1(P(N=[N+]=[N-])(C2C=CC=CC=2)=[O:50])C=CC=CC=1. Product: [C:1]([Si:5]([O:6][CH2:7][CH2:8][CH2:9][C:10]([CH3:33])([CH3:32])[CH:11]([C:12]([C:17]1[CH:22]=[CH:21][C:20]([CH2:23][CH2:24][C:25]([CH3:26])([CH3:27])[CH3:28])=[C:19]([Cl:29])[CH:18]=1)([N:38]=[C:41]=[O:50])[CH3:16])[CH:30]=[CH2:31])([CH3:35])[CH3:34])([CH3:3])([CH3:2])[CH3:4]. The catalyst class is: 11. (3) Reactant: [CH3:1][NH:2][NH2:3].[C:4]([O:8][C:9]([O:11]C(OC(C)(C)C)=O)=O)([CH3:7])([CH3:6])[CH3:5]. Product: [C:4]([O:8][C:9]([N:2]([CH3:1])[NH2:3])=[O:11])([CH3:7])([CH3:6])[CH3:5]. The catalyst class is: 8. (4) Reactant: Br[C:2]1[CH:13]=[C:12]([O:14][C@@H:15]([C@H:17]2[CH2:21][NH:20][C:19](=[O:22])[CH2:18]2)[CH3:16])[C:5]2[N:6]([CH:9]3[CH2:11][CH2:10]3)[CH:7]=[N:8][C:4]=2[CH:3]=1.C([Sn](CCCC)(CCCC)[C:28]1[CH:33]=[CH:32][CH:31]=[CH:30][N:29]=1)CCC. Product: [CH:9]1([N:6]2[C:5]3[C:12]([O:14][C@@H:15]([C@H:17]4[CH2:21][NH:20][C:19](=[O:22])[CH2:18]4)[CH3:16])=[CH:13][C:2]([C:28]4[CH:33]=[CH:32][CH:31]=[CH:30][N:29]=4)=[CH:3][C:4]=3[N:8]=[CH:7]2)[CH2:11][CH2:10]1. The catalyst class is: 12. (5) Reactant: [F:1][C:2]1([F:18])[CH2:7][CH2:6][CH2:5][C@@H:4]([NH:8][C@@H](C2C=CC=CC=2)C)[C@@H:3]1[OH:17]. Product: [NH2:8][C@H:4]1[C@H:3]([OH:17])[C:2]([F:18])([F:1])[CH2:7][CH2:6][CH2:5]1. The catalyst class is: 19. (6) Reactant: Br[CH2:2][C:3]1[C:8]([Cl:9])=[CH:7][CH:6]=[CH:5][C:4]=1[N:10]1[C:14](=[O:15])[N:13]([CH3:16])[N:12]=[N:11]1.[Br:17][C:18]1[CH:23]=[CH:22][C:21]([OH:24])=[C:20]([CH3:25])[CH:19]=1.C(=O)([O-])[O-].[K+].[K+].C(#N)C. Product: [Br:17][C:18]1[CH:23]=[CH:22][C:21]([O:24][CH2:2][C:3]2[C:8]([Cl:9])=[CH:7][CH:6]=[CH:5][C:4]=2[N:10]2[C:14](=[O:15])[N:13]([CH3:16])[N:12]=[N:11]2)=[C:20]([CH3:25])[CH:19]=1. The catalyst class is: 6. (7) Reactant: [Cl-].[CH3:2][Al+:3][CH3:4].[CH3:5][N:6]([CH3:15])[C:7]1[CH:14]=[CH:13][CH:12]=[CH:11][C:8]=1[CH2:9][Li]. Product: [CH3:5][N:6]([CH3:15])[C:7]1[CH:14]=[CH:13][CH:12]=[CH:11][C:8]=1[CH2:9][Al:3]([CH3:4])[CH3:2]. The catalyst class is: 81. (8) Reactant: [Br:1][C:2]1[CH:3]=[C:4]([C:8]2([C:15]3[CH:16]=[N:17][C:18]([O:21][CH:22]([F:24])[F:23])=[CH:19][CH:20]=3)[NH:13][C:12](=O)[CH2:11][O:10][CH2:9]2)[CH:5]=[CH:6][CH:7]=1.COC1C=CC(P2(SP(C3C=CC(OC)=CC=3)(=S)S2)=[S:34])=CC=1. Product: [Br:1][C:2]1[CH:3]=[C:4]([C:8]2([C:15]3[CH:16]=[N:17][C:18]([O:21][CH:22]([F:24])[F:23])=[CH:19][CH:20]=3)[NH:13][C:12](=[S:34])[CH2:11][O:10][CH2:9]2)[CH:5]=[CH:6][CH:7]=1. The catalyst class is: 7. (9) Reactant: [O:1]=[C:2]1[C:7]2[C:8]([C:16]3[CH:17]=[C:18]([C:21]([O:23]C)=[O:22])[S:19][CH:20]=3)=[CH:9][N:10]([CH:11]([CH2:14][CH3:15])[CH2:12][CH3:13])[C:6]=2[CH:5]=[CH:4][NH:3]1.CO.C1COCC1.[OH-].[Na+]. Product: [O:1]=[C:2]1[C:7]2[C:8]([C:16]3[CH:17]=[C:18]([C:21]([OH:23])=[O:22])[S:19][CH:20]=3)=[CH:9][N:10]([CH:11]([CH2:14][CH3:15])[CH2:12][CH3:13])[C:6]=2[CH:5]=[CH:4][NH:3]1. The catalyst class is: 6. (10) Reactant: [H-].[Na+].C(OP([CH2:11][C:12]([O:14][CH2:15][CH3:16])=[O:13])(OCC)=O)C.[CH2:17]([N:21]([CH2:37][CH:38]([CH3:40])[CH3:39])[C:22]1[CH:27]=[CH:26][C:25]([C:28](=O)[C:29]([F:32])([F:31])[F:30])=[CH:24][C:23]=1[N+:34]([O-:36])=[O:35])[CH:18]([CH3:20])[CH3:19]. The catalyst class is: 1. Product: [CH2:37]([N:21]([CH2:17][CH:18]([CH3:20])[CH3:19])[C:22]1[CH:27]=[CH:26][C:25]([C:28]([C:29]([F:32])([F:31])[F:30])=[CH:11][C:12]([O:14][CH2:15][CH3:16])=[O:13])=[CH:24][C:23]=1[N+:34]([O-:36])=[O:35])[CH:38]([CH3:39])[CH3:40].